The task is: Predict the reactants needed to synthesize the given product.. This data is from Full USPTO retrosynthesis dataset with 1.9M reactions from patents (1976-2016). (1) Given the product [CH2:1]([O:5][CH2:6][CH2:7][O:8][C:9]1[CH:10]=[CH:11][C:12]([C:15]2[CH:16]=[CH:17][C:18]3[N:24]([CH2:25][CH:26]([CH3:27])[CH3:28])[CH2:23][CH2:22][C:21]([C:29]([NH:31][C:32]4[CH:33]=[CH:34][C:35]([S:38]([CH2:39][C:40]5[N:41]([CH2:45][CH2:46][CH3:47])[CH:42]=[CH:43][N:44]=5)=[O:57])=[CH:36][CH:37]=4)=[O:30])=[CH:20][C:19]=3[CH:48]=2)=[CH:13][CH:14]=1)[CH2:2][CH2:3][CH3:4], predict the reactants needed to synthesize it. The reactants are: [CH2:1]([O:5][CH2:6][CH2:7][O:8][C:9]1[CH:14]=[CH:13][C:12]([C:15]2[CH:16]=[CH:17][C:18]3[N:24]([CH2:25][CH:26]([CH3:28])[CH3:27])[CH2:23][CH2:22][C:21]([C:29]([NH:31][C:32]4[CH:37]=[CH:36][C:35]([S:38][CH2:39][C:40]5[N:41]([CH2:45][CH2:46][CH3:47])[CH:42]=[CH:43][N:44]=5)=[CH:34][CH:33]=4)=[O:30])=[CH:20][C:19]=3[CH:48]=2)=[CH:11][CH:10]=1)[CH2:2][CH2:3][CH3:4].ClC1C=CC=C(C(OO)=[O:57])C=1.S([O-])([O-])(=O)=S.[Na+].[Na+]. (2) Given the product [CH2:1]([CH:4]1[CH2:10][N:9]([CH:11]2[CH2:15][CH2:14][CH2:13][CH2:12]2)[C:8]2[N:16]=[C:17]([NH:23][C:24]3[CH:32]=[CH:31][C:27]([C:28]([OH:30])=[O:29])=[CH:26][C:25]=3[O:33][CH3:34])[N:18]=[CH:19][C:7]=2[N:6]([CH3:21])[C:5]1=[O:22])[CH:2]=[CH2:3], predict the reactants needed to synthesize it. The reactants are: [CH2:1]([CH:4]1[CH2:10][N:9]([CH:11]2[CH2:15][CH2:14][CH2:13][CH2:12]2)[C:8]2[N:16]=[C:17](Cl)[N:18]=[CH:19][C:7]=2[N:6]([CH3:21])[C:5]1=[O:22])[CH:2]=[CH2:3].[NH2:23][C:24]1[CH:32]=[CH:31][C:27]([C:28]([OH:30])=[O:29])=[CH:26][C:25]=1[O:33][CH3:34].O.C1(C)C=CC(S(O)(=O)=O)=CC=1. (3) Given the product [Br:1][C:2]1[C:3]([N:12]2[CH2:17][CH2:16][N:15]([CH2:18][C:19]3[CH:20]=[N:21][CH:22]=[CH:23][CH:24]=3)[CH2:14][CH2:13]2)=[C:4]2[N:9]=[C:36]([C:35]3[CH:34]=[CH:33][C:32]([CH2:31][N:25]4[CH2:30][CH2:29][O:28][CH2:27][CH2:26]4)=[CH:39][CH:38]=3)[NH:8][C:5]2=[N:6][CH:7]=1, predict the reactants needed to synthesize it. The reactants are: [Br:1][C:2]1[C:3]([N:12]2[CH2:17][CH2:16][N:15]([CH2:18][C:19]3[CH:20]=[N:21][CH:22]=[CH:23][CH:24]=3)[CH2:14][CH2:13]2)=[C:4]([N+:9]([O-])=O)[C:5]([NH2:8])=[N:6][CH:7]=1.[N:25]1([CH2:31][C:32]2[CH:39]=[CH:38][C:35]([CH:36]=O)=[CH:34][CH:33]=2)[CH2:30][CH2:29][O:28][CH2:27][CH2:26]1.[O-]S(S([O-])=O)=O.[Na+].[Na+]. (4) Given the product [NH2:33][C:28](=[O:30])[CH2:27][CH:12]1[CH2:13][N:14]([C:17]([O:19][CH2:20][C:21]2[CH:22]=[CH:23][CH:24]=[CH:25][CH:26]=2)=[O:18])[CH2:15][CH2:16][N:11]1[C:9]([O:8][CH2:1][C:2]1[CH:7]=[CH:6][CH:5]=[CH:4][CH:3]=1)=[O:10], predict the reactants needed to synthesize it. The reactants are: [CH2:1]([O:8][C:9]([N:11]1[CH2:16][CH2:15][N:14]([C:17]([O:19][CH2:20][C:21]2[CH:26]=[CH:25][CH:24]=[CH:23][CH:22]=2)=[O:18])[CH2:13][CH:12]1[CH2:27][C:28]([OH:30])=O)=[O:10])[C:2]1[CH:7]=[CH:6][CH:5]=[CH:4][CH:3]=1.CC[N:33](CC)CC.ClC(OCC)=O.N.O. (5) Given the product [OH:6][CH:5]([CH2:4][OH:3])[CH2:7][O:8][C:9]1[CH:14]=[CH:13][N:12]2[C:15]([C:18]([NH:20][C:21]3[CH:29]=[CH:28][CH:27]=[C:26]4[C:22]=3[C:23]([CH3:38])=[N:24][N:25]4[CH2:30][C:31]3[CH:36]=[CH:35][CH:34]=[C:33]([CH3:37])[N:32]=3)=[O:19])=[CH:16][N:17]=[C:11]2[CH:10]=1, predict the reactants needed to synthesize it. The reactants are: CC1(C)[O:6][CH:5]([CH2:7][O:8][C:9]2[CH:14]=[CH:13][N:12]3[C:15]([C:18]([NH:20][C:21]4[CH:29]=[CH:28][CH:27]=[C:26]5[C:22]=4[C:23]([CH3:38])=[N:24][N:25]5[CH2:30][C:31]4[CH:36]=[CH:35][CH:34]=[C:33]([CH3:37])[N:32]=4)=[O:19])=[CH:16][N:17]=[C:11]3[CH:10]=2)[CH2:4][O:3]1. (6) The reactants are: Br[C:2]1[CH:3]=[CH:4][C:5]([NH:8][C:9]([NH:11][CH3:12])=[O:10])=[N:6][CH:7]=1.CC([O-])=O.[K+].[B:18]1([B:18]2[O:22][C:21]([CH3:24])([CH3:23])[C:20]([CH3:26])([CH3:25])[O:19]2)[O:22][C:21]([CH3:24])([CH3:23])[C:20]([CH3:26])([CH3:25])[O:19]1.C(Cl)Cl. Given the product [CH3:12][NH:11][C:9]([NH:8][C:5]1[CH:4]=[CH:3][C:2]([B:18]2[O:22][C:21]([CH3:24])([CH3:23])[C:20]([CH3:26])([CH3:25])[O:19]2)=[CH:7][N:6]=1)=[O:10], predict the reactants needed to synthesize it.